Regression. Given two drug SMILES strings and cell line genomic features, predict the synergy score measuring deviation from expected non-interaction effect. From a dataset of Merck oncology drug combination screen with 23,052 pairs across 39 cell lines. (1) Drug 1: COC12C(COC(N)=O)C3=C(C(=O)C(C)=C(N)C3=O)N1CC1NC12. Drug 2: COC1=C2CC(C)CC(OC)C(O)C(C)C=C(C)C(OC(N)=O)C(OC)C=CC=C(C)C(=O)NC(=CC1=O)C2=O. Cell line: VCAP. Synergy scores: synergy=-5.77. (2) Drug 1: COc1cc(C2c3cc4c(cc3C(OC3OC5COC(C)OC5C(O)C3O)C3COC(=O)C23)OCO4)cc(OC)c1O. Drug 2: Cn1c(=O)n(-c2ccc(C(C)(C)C#N)cc2)c2c3cc(-c4cnc5ccccc5c4)ccc3ncc21. Cell line: NCIH460. Synergy scores: synergy=29.6. (3) Drug 1: COc1cc(C2c3cc4c(cc3C(OC3OC5COC(C)OC5C(O)C3O)C3COC(=O)C23)OCO4)cc(OC)c1O. Drug 2: C#Cc1cccc(Nc2ncnc3cc(OCCOC)c(OCCOC)cc23)c1. Cell line: UWB1289BRCA1. Synergy scores: synergy=34.9. (4) Drug 1: O=S1(=O)NC2(CN1CC(F)(F)F)C1CCC2Cc2cc(C=CCN3CCC(C(F)(F)F)CC3)ccc2C1. Drug 2: O=c1[nH]cc(F)c(=O)[nH]1. Cell line: NCIH520. Synergy scores: synergy=-0.790. (5) Drug 1: N#Cc1ccc(Cn2cncc2CN2CCN(c3cccc(Cl)c3)C(=O)C2)cc1. Drug 2: CCC1(O)C(=O)OCc2c1cc1n(c2=O)Cc2cc3c(CN(C)C)c(O)ccc3nc2-1. Cell line: UACC62. Synergy scores: synergy=6.74. (6) Drug 1: NC(=O)c1cccc2cn(-c3ccc(C4CCCNC4)cc3)nc12. Drug 2: COC1=C2CC(C)CC(OC)C(O)C(C)C=C(C)C(OC(N)=O)C(OC)C=CC=C(C)C(=O)NC(=CC1=O)C2=O. Cell line: OVCAR3. Synergy scores: synergy=57.9. (7) Drug 1: COC12C(COC(N)=O)C3=C(C(=O)C(C)=C(N)C3=O)N1CC1NC12. Drug 2: COC1=C2CC(C)CC(OC)C(O)C(C)C=C(C)C(OC(N)=O)C(OC)C=CC=C(C)C(=O)NC(=CC1=O)C2=O. Cell line: UWB1289. Synergy scores: synergy=6.41. (8) Drug 1: COc1cc(C2c3cc4c(cc3C(OC3OC5COC(C)OC5C(O)C3O)C3COC(=O)C23)OCO4)cc(OC)c1O. Drug 2: CNC(=O)c1cc(Oc2ccc(NC(=O)Nc3ccc(Cl)c(C(F)(F)F)c3)cc2)ccn1. Cell line: UWB1289BRCA1. Synergy scores: synergy=4.61. (9) Drug 1: CCN(CC)CCNC(=O)c1c(C)[nH]c(C=C2C(=O)Nc3ccc(F)cc32)c1C. Drug 2: CCc1c2c(nc3ccc(O)cc13)-c1cc3c(c(=O)n1C2)COC(=O)C3(O)CC. Cell line: SKMES1. Synergy scores: synergy=18.6.